Dataset: Full USPTO retrosynthesis dataset with 1.9M reactions from patents (1976-2016). Task: Predict the reactants needed to synthesize the given product. Given the product [Cl:1][C:2]1[CH:9]=[N:8][CH:7]=[C:6]([C:10]2[CH:15]=[CH:14][C:13]([O:16][C:22]3[CH:23]=[CH:24][C:19]([O:18][CH3:17])=[CH:20][CH:21]=3)=[CH:12][CH:11]=2)[C:3]=1[C:4]#[N:5], predict the reactants needed to synthesize it. The reactants are: [Cl:1][C:2]1[CH:9]=[N:8][CH:7]=[C:6]([C:10]2[CH:15]=[CH:14][C:13]([OH:16])=[CH:12][CH:11]=2)[C:3]=1[C:4]#[N:5].[CH3:17][O:18][C:19]1[CH:24]=[CH:23][C:22](B(O)O)=[CH:21][CH:20]=1.N1C=CC=CC=1.